This data is from Forward reaction prediction with 1.9M reactions from USPTO patents (1976-2016). The task is: Predict the product of the given reaction. (1) Given the reactants [F:1][C:2]([F:35])([F:34])[C:3]1[CH:4]=[C:5]([C:16]2[O:20][N:19]=[C:18]([C:21]3[CH:29]=[CH:28][CH:27]=[C:26]4[C:22]=3[CH:23]=[CH:24][N:25]4[CH2:30][C:31](O)=[O:32])[N:17]=2)[CH:6]=[CH:7][C:8]=1[O:9][CH:10]([CH3:15])[C:11]([F:14])([F:13])[F:12].[CH:36]1[CH:37]=[CH:38][C:39]2[N:44](O)N=[N:42][C:40]=2[CH:41]=1.CCN=C=NCCCN(C)C.Cl.N1C=CC=CC=1CN.C([O-])(O)=O.[Na+], predict the reaction product. The product is: [N:42]1[CH:38]=[CH:37][CH:36]=[CH:41][C:40]=1[CH2:39][NH:44][C:31](=[O:32])[CH2:30][N:25]1[C:26]2[C:22](=[C:21]([C:18]3[N:17]=[C:16]([C:5]4[CH:6]=[CH:7][C:8]([O:9][CH:10]([CH3:15])[C:11]([F:14])([F:12])[F:13])=[C:3]([C:2]([F:1])([F:34])[F:35])[CH:4]=4)[O:20][N:19]=3)[CH:29]=[CH:28][CH:27]=2)[CH:23]=[CH:24]1. (2) Given the reactants Cl.Cl.[NH2:3][CH2:4][C:5]1[O:9][C:8]([CH3:10])=[N:7][C:6]=1[CH3:11].C(N(CC)CC)C.[N-]1C=CN=C1.[Cl:24][C:25]1[CH:41]=[C:40]([F:42])[C:39]([F:43])=[CH:38][C:26]=1[C:27]([NH:29][C:30]1[NH:34][N:33]=[C:32]([C:35](O)=[O:36])[CH:31]=1)=[O:28].O, predict the reaction product. The product is: [CH3:10][C:8]1[O:9][C:5]([CH2:4][NH:3][C:35]([C:32]2[CH:31]=[C:30]([NH:29][C:27](=[O:28])[C:26]3[CH:38]=[C:39]([F:43])[C:40]([F:42])=[CH:41][C:25]=3[Cl:24])[NH:34][N:33]=2)=[O:36])=[C:6]([CH3:11])[N:7]=1.